From a dataset of Full USPTO retrosynthesis dataset with 1.9M reactions from patents (1976-2016). Predict the reactants needed to synthesize the given product. (1) Given the product [CH3:1][S:2]([O:14][CH2:13][C:11]1[CH:10]=[C:9]([C:15]([O:17][CH2:18][CH3:19])=[CH2:16])[N:8]=[C:7]([Cl:6])[N:12]=1)(=[O:4])=[O:3], predict the reactants needed to synthesize it. The reactants are: [CH3:1][S:2](Cl)(=[O:4])=[O:3].[Cl:6][C:7]1[N:12]=[C:11]([CH2:13][OH:14])[CH:10]=[C:9]([C:15]([O:17][CH2:18][CH3:19])=[CH2:16])[N:8]=1.C(N(CC)C(C)C)(C)C. (2) The reactants are: C[C:2]1[N:3]=[CH:4][S:5][C:6]=1[CH2:7][CH2:8][OH:9].[Br:10][CH2:11][C:12]([O:14][CH2:15][C:16]1[CH:21]=[CH:20][CH:19]=[CH:18][CH:17]=1)=[O:13].[CH2:22](O)C. Given the product [Br-:10].[CH2:15]([O:14][C:12]([CH2:11][N+:3]1[CH:2]=[C:6]([CH2:7][CH2:8][OH:9])[SH:5]([CH3:22])[CH:4]=1)=[O:13])[C:16]1[CH:21]=[CH:20][CH:19]=[CH:18][CH:17]=1, predict the reactants needed to synthesize it.